Dataset: Reaction yield outcomes from USPTO patents with 853,638 reactions. Task: Predict the reaction yield, written as a fraction of the theoretical maximum amount of product (1.0 means a 100% yield; for example, 0.34 means a 34% yield). (1) The product is [F:1][C:2]1[CH:3]=[C:4]([NH:28][C:29]([NH:31][C:32]2[CH:37]=[CH:36][CH:35]=[CH:34][N:33]=2)=[O:30])[CH:5]=[CH:6][C:7]=1[O:8][C:9]1[CH:14]=[CH:13][N:12]=[C:11]2[NH:15][N:16]=[C:17]([CH3:18])[C:10]=12. The reactants are [F:1][C:2]1[CH:3]=[C:4]([NH:28][C:29]([NH:31][C:32]2[CH:37]=[CH:36][CH:35]=[CH:34][N:33]=2)=[O:30])[CH:5]=[CH:6][C:7]=1[O:8][C:9]1[CH:14]=[CH:13][N:12]=[C:11]2[N:15](CC3C=CC(OC)=CC=3)[N:16]=[C:17]([CH3:18])[C:10]=12.FC(F)(F)C(O)=O. No catalyst specified. The yield is 0.850. (2) The reactants are [CH3:1][NH:2][C@H:3]1[CH2:8][CH2:7][C@H:6]([OH:9])[CH2:5][CH2:4]1.C(N(CC)C(C)C)(C)C.[F:19][C:20]([F:32])([F:31])[C:21]1[CH:26]=[CH:25][C:24]([S:27](Cl)(=[O:29])=[O:28])=[CH:23][CH:22]=1. The catalyst is C(Cl)Cl. The product is [OH:9][C@H:6]1[CH2:7][CH2:8][C@H:3]([N:2]([CH3:1])[S:27]([C:24]2[CH:23]=[CH:22][C:21]([C:20]([F:19])([F:31])[F:32])=[CH:26][CH:25]=2)(=[O:29])=[O:28])[CH2:4][CH2:5]1. The yield is 0.770. (3) The product is [CH3:1][C:2]1[CH:3]=[CH:4][C:5]([S:8]([N:11]([C@H:16]([C:41]([NH:43][NH2:44])=[O:42])[CH2:17][CH2:18][CH2:19][CH2:20][NH:21][C:22]([C@@H:24]([NH:32][S:33]([C:36]2[S:40][CH:39]=[CH:38][CH:37]=2)(=[O:34])=[O:35])[CH2:25][C:26]2[CH:31]=[CH:30][CH:29]=[CH:28][CH:27]=2)=[O:23])[CH2:12][CH:13]([CH3:15])[CH3:14])(=[O:9])=[O:10])=[CH:6][CH:7]=1. The yield is 0.600. The catalyst is C(O)C. The reactants are [CH3:1][C:2]1[CH:7]=[CH:6][C:5]([S:8]([N:11]([C@H:16]([C:41]([NH2:43])=[O:42])[CH2:17][CH2:18][CH2:19][CH2:20][NH:21][C:22]([C@@H:24]([NH:32][S:33]([C:36]2[S:40][CH:39]=[CH:38][CH:37]=2)(=[O:35])=[O:34])[CH2:25][C:26]2[CH:31]=[CH:30][CH:29]=[CH:28][CH:27]=2)=[O:23])[CH2:12][CH:13]([CH3:15])[CH3:14])(=[O:10])=[O:9])=[CH:4][CH:3]=1.[NH2:44]N. (4) The reactants are [F:1][C:2]([F:22])([F:21])[C:3]1[CH:4]=[C:5]([CH:18]=[CH:19][CH:20]=1)[C:6]([C:8]1[CH:13]=[CH:12][CH:11]=[C:10]([C:14]([F:17])([F:16])[F:15])[CH:9]=1)=[O:7].[BH4-].[Na+]. The catalyst is CO.O. The product is [F:1][C:2]([F:21])([F:22])[C:3]1[CH:4]=[C:5]([CH:6]([C:8]2[CH:13]=[CH:12][CH:11]=[C:10]([C:14]([F:17])([F:15])[F:16])[CH:9]=2)[OH:7])[CH:18]=[CH:19][CH:20]=1. The yield is 0.940. (5) The reactants are [Cl:1][C:2]1[CH:3]=[CH:4][C:5]2[O:9][C:8]([CH2:10]Cl)=[CH:7][C:6]=2[CH:12]=1.[N-:13]=[N+:14]=[N-:15].[Na+]. The catalyst is CN(C)C=O.C(=O)(O)[O-].[Na+]. The product is [N:13]([CH2:10][C:8]1[O:9][C:5]2[CH:4]=[CH:3][C:2]([Cl:1])=[CH:12][C:6]=2[CH:7]=1)=[N+:14]=[N-:15]. The yield is 0.970. (6) The reactants are [Li+].[BH4-].Cl[Si](C)(C)C.Cl.[NH2:9][C:10]([C:15]1[CH:20]=[CH:19][C:18]([F:21])=[CH:17][C:16]=1[F:22])([CH3:14])[C:11](O)=[O:12]. The catalyst is C1COCC1. The product is [NH2:9][C:10]([C:15]1[CH:20]=[CH:19][C:18]([F:21])=[CH:17][C:16]=1[F:22])([CH3:14])[CH2:11][OH:12]. The yield is 0.730. (7) The reactants are Cl[S:2]([C:5]1[S:6][C:7]([C:10]2[S:11][C:12]([CH2:15][CH3:16])=[CH:13][CH:14]=2)=[CH:8][CH:9]=1)(=[O:4])=[O:3].[NH2:17][C:18]1[O:22][N:21]=[C:20]([CH3:23])[C:19]=1[Cl:24]. No catalyst specified. The product is [Cl:24][C:19]1[C:20]([CH3:23])=[N:21][O:22][C:18]=1[NH:17][S:2]([C:5]1[S:6][C:7]([C:10]2[S:11][C:12]([CH2:15][CH3:16])=[CH:13][CH:14]=2)=[CH:8][CH:9]=1)(=[O:4])=[O:3]. The yield is 0.710. (8) The reactants are [CH3:1][C:2]1[CH:6]=[C:5]([NH:7][C:8]2[N:16]=[CH:15][CH:14]=[CH:13][C:9]=2[C:10](O)=[O:11])[N:4]([C:17]2[CH:22]=[CH:21][CH:20]=[CH:19][CH:18]=2)[N:3]=1.CC[N:25]=C=NCCCN(C)C.Cl.C1C=NC2N(O)N=NC=2C=1.C(N(CC)CC)C.N. The catalyst is ClCCl.CO. The product is [CH3:1][C:2]1[CH:6]=[C:5]([NH:7][C:8]2[N:16]=[CH:15][CH:14]=[CH:13][C:9]=2[C:10]([NH2:25])=[O:11])[N:4]([C:17]2[CH:22]=[CH:21][CH:20]=[CH:19][CH:18]=2)[N:3]=1. The yield is 0.550. (9) The reactants are [Br:1][C:2]1[CH:16]=[CH:15][C:5]2[C:6]3[N:10]([CH2:11][CH2:12][O:13][C:4]=2[CH:3]=1)[CH:9]=[C:8](I)[N:7]=3.N#N.C[Si](C)(C)N[Si](C)(C)C.C[N:29](C)[CH:30]=[O:31]. The catalyst is Cl[Pd](Cl)([P](C1C=CC=CC=1)(C1C=CC=CC=1)C1C=CC=CC=1)[P](C1C=CC=CC=1)(C1C=CC=CC=1)C1C=CC=CC=1. The product is [Br:1][C:2]1[CH:16]=[CH:15][C:5]2[C:6]3[N:10]([CH2:11][CH2:12][O:13][C:4]=2[CH:3]=1)[CH:9]=[C:8]([C:30]([NH2:29])=[O:31])[N:7]=3. The yield is 0.760. (10) The reactants are [CH3:1][O:2][C:3]1[CH:4]=[C:5]([C:11]([C@@H:13]2[C@:22]3([CH3:23])[C@H:17]([C:18]([CH3:25])([CH3:24])[CH2:19][CH2:20][CH2:21]3)[CH2:16][C@@H:15]([NH2:26])[C@H:14]2[CH3:27])=[O:12])[CH:6]=[C:7]([O:9][CH3:10])[CH:8]=1.F[P-](F)(F)(F)(F)F.N1(O[P+](N2CCCC2)(N2CCCC2)N2CCCC2)C2C=CC=CC=2N=N1.[C:61]1([CH3:70])[C:62]([C:67](O)=[O:68])=[CH:63][CH:64]=[CH:65][CH:66]=1.C(N(CC)C(C)C)(C)C. The catalyst is CCOC(C)=O.CN(C=O)C. The product is [CH3:10][O:9][C:7]1[CH:6]=[C:5]([C:11]([C@@H:13]2[C@:22]3([CH3:23])[C@H:17]([C:18]([CH3:25])([CH3:24])[CH2:19][CH2:20][CH2:21]3)[CH2:16][C@@H:15]([NH:26][C:67](=[O:68])[C:62]3[CH:63]=[CH:64][CH:65]=[CH:66][C:61]=3[CH3:70])[C@H:14]2[CH3:27])=[O:12])[CH:4]=[C:3]([O:2][CH3:1])[CH:8]=1. The yield is 0.620.